This data is from Retrosynthesis with 50K atom-mapped reactions and 10 reaction types from USPTO. The task is: Predict the reactants needed to synthesize the given product. (1) Given the product O[C@H]1CCN(CCc2ccc(Cl)cc2)C1, predict the reactants needed to synthesize it. The reactants are: O=C(O[C@H]1CCN(CCc2ccc(Cl)cc2)C1)c1ccc([N+](=O)[O-])cc1. (2) Given the product Cc1ccc(S(=O)(=O)Nc2nc(-c3cccc(C#N)c3)cs2)cc1, predict the reactants needed to synthesize it. The reactants are: Cc1ccc(S(=O)(=O)Cl)cc1.N#Cc1cccc(-c2csc(N)n2)c1. (3) The reactants are: O=C(C1CC1)N1CCC(c2cc3ccccc3o2)CC1. Given the product c1ccc2oc(C3CCN(CC4CC4)CC3)cc2c1, predict the reactants needed to synthesize it. (4) Given the product O=C1CC2(CC(=O)N3CCCC3)CN(Cc3ccc4cc5c(cc4n3)C[C@]3(C5)C(=O)Nc4ncccc43)c3cccc(c32)N1, predict the reactants needed to synthesize it. The reactants are: C1CCNC1.O=C(O)CC12CC(=O)Nc3cccc(c31)N(Cc1ccc3cc4c(cc3n1)C[C@]1(C4)C(=O)Nc3ncccc31)C2. (5) Given the product CC(=O)c1ccc(O)c(C)c1O, predict the reactants needed to synthesize it. The reactants are: CC(=O)OC(C)=O.Cc1c(O)cccc1O. (6) The reactants are: CC(C)c1ccccc1N=C=O.CCOC(=O)c1cc(C#N)c(N2CCNCC2)nc1C(F)(F)F. Given the product CCOC(=O)c1cc(C#N)c(N2CCN(C(=O)Nc3ccccc3C(C)C)CC2)nc1C(F)(F)F, predict the reactants needed to synthesize it. (7) Given the product CCOC(=O)CC1CCC2(C1)OCC(COS(=O)(=O)c1ccc(C)cc1)O2, predict the reactants needed to synthesize it. The reactants are: CCOC(=O)CC1CCC2(C1)OCC(CO)O2.Cc1ccc(S(=O)(=O)Cl)cc1.